From a dataset of NCI-60 drug combinations with 297,098 pairs across 59 cell lines. Regression. Given two drug SMILES strings and cell line genomic features, predict the synergy score measuring deviation from expected non-interaction effect. (1) Drug 1: C1CCC(CC1)NC(=O)N(CCCl)N=O. Drug 2: CCCCCOC(=O)NC1=NC(=O)N(C=C1F)C2C(C(C(O2)C)O)O. Cell line: UACC62. Synergy scores: CSS=29.5, Synergy_ZIP=-8.63, Synergy_Bliss=-1.44, Synergy_Loewe=-20.9, Synergy_HSA=-1.54. (2) Drug 1: CC1CC2C3CCC4=CC(=O)C=CC4(C3(C(CC2(C1(C(=O)CO)O)C)O)F)C. Drug 2: CCC1=C2N=C(C=C(N2N=C1)NCC3=C[N+](=CC=C3)[O-])N4CCCCC4CCO. Cell line: NCIH23. Synergy scores: CSS=47.3, Synergy_ZIP=1.37, Synergy_Bliss=0.556, Synergy_Loewe=-38.3, Synergy_HSA=0.773. (3) Drug 1: C1=NC2=C(N=C(N=C2N1C3C(C(C(O3)CO)O)O)F)N. Drug 2: C1=NC2=C(N=C(N=C2N1C3C(C(C(O3)CO)O)F)Cl)N. Cell line: MOLT-4. Synergy scores: CSS=91.4, Synergy_ZIP=10.5, Synergy_Bliss=10.7, Synergy_Loewe=7.11, Synergy_HSA=11.4.